From a dataset of Forward reaction prediction with 1.9M reactions from USPTO patents (1976-2016). Predict the product of the given reaction. Given the reactants [Cl:1][C:2]1[CH:3]=[C:4]([N:10]2[C:14]([CH3:15])=[C:13]([O:16][C:17]3[CH:22]=[CH:21][C:20]([C:23]([NH:25][CH2:26][C:27](O)=[O:28])=[O:24])=[CH:19][CH:18]=3)[C:12]([CH3:30])=[N:11]2)[CH:5]=[CH:6][C:7]=1[C:8]#[N:9].[C:31]([NH:34][NH2:35])(=[O:33])[CH3:32], predict the reaction product. The product is: [C:31]([NH:34][NH:35][C:27](=[O:28])[CH2:26][NH:25][C:23](=[O:24])[C:20]1[CH:19]=[CH:18][C:17]([O:16][C:13]2[C:12]([CH3:30])=[N:11][N:10]([C:4]3[CH:5]=[CH:6][C:7]([C:8]#[N:9])=[C:2]([Cl:1])[CH:3]=3)[C:14]=2[CH3:15])=[CH:22][CH:21]=1)(=[O:33])[CH3:32].